This data is from Experimentally validated miRNA-target interactions with 360,000+ pairs, plus equal number of negative samples. The task is: Binary Classification. Given a miRNA mature sequence and a target amino acid sequence, predict their likelihood of interaction. (1) The miRNA is hsa-miR-34a-3p with sequence CAAUCAGCAAGUAUACUGCCCU. The protein sequence of the target gene is MEAPRSAPRERERARTTSGSDQVHSWILVTSQVLSAAWRIARAFVMTTLSPLSATFSYFRSLYLYLGHQLKWWIGYLQRKFKRNLSVEAEVDLLSYCAREWKGEAPRARLMRKAYEELFWRHHIKCVRAVKRDNYDALRSVLFQIFSQGLSFPSWMKEKDIVKLPEKLLFSQGCNWIQQYSFGPEKYTGSNVFGKLRKCVELLKLQWTEFSGMRDHHKRGSMCNSLFSDAILECKLYEALKFLMLYQVTEAYEQMKTNKVIPSLFRLLFSRESSPDPLSFMMNHLNSIGDTCGLDQIDMF.... Result: 0 (no interaction). (2) The miRNA is mmu-miR-542-5p with sequence CUCGGGGAUCAUCAUGUCACGA. Result: 0 (no interaction). The protein sequence of the target gene is MAEEQDFAQLCRLPTQPSHSHCVNNTYRSTQHSQALLRGLLALRDSGILFDVVLVVEGKHIEAHRILLAASCDYFRGMFAGGLKEMEQEEVLIHGVSYNAMCQILHFIYTSELELSLSNVQETLVAACQLQIPEIIHFCCDFLMSWVDEENILDVYRLADLFDLNHLTQQLDTYILKNFVAFSRTDKYRQLPLEKVYSLLSSNRLEVSCETEVYEGALLYHYSLEQVQADQISLNEPPKLLETVRFPLMEAEVLQRLHDKLGPSPLRDTVASALMYHRNEILQPSLQGPQTELRSDFQCV.... (3) The miRNA is hsa-miR-548at-5p with sequence AAAAGUUAUUGCGGUUUUGGCU. The protein sequence of the target gene is MTCVEQDKLGQAFEDAFEVLRQHSTGDLQYSPDYRNYLALINHRPHVKGNSSCYGVLPTEEPVYNWRTVINSAADFYFEGNIHQSLQNITENQLVQPTLLQQKGGKGRKKLRLFEYLHESLYNPEMASCIQWVDKTKGIFQFVSKNKEKLAELWGKRKGNRKTMTYQKMARALRNYGRSGEITKIRRKLTYQFSEAILQRLSPSYFLGKEIFYSQCVQPDQEYLSLNNWNANYNYTYANYHELNHHDC. Result: 1 (interaction). (4) The miRNA is mmu-miR-7013-3p with sequence CCACACUUACUGUUGCCUCUUCCU. The protein sequence of the target gene is MDKVGKMWNNLKYRCQNLFSHEGGSRNENVEMNPNRCPSVKEKSISLGEAAPQQESSPLRENVALQLGLSPSKTFSRRNQNCAAEIPQVVEISIEKDSDSGATPGTRLARRDSYSRHAPWGGKKKHSCSTKTQSSLDTEKKFGRTRSGLQRRERRYGVSSMQDMDSVSSRAVGSRSLRQRLQDTVGLCFPMRTYSKQSKPLFSNKRKIHLSELMLEKCPFPAGSDLAQKWHLIKQHTAPVSPHSTFFDTFDPSLVSTEDEEDRLRERRRLSIEEGVDPPPNAQIHTFEATAQVNPLYKLG.... Result: 0 (no interaction). (5) The miRNA is hsa-miR-27b-3p with sequence UUCACAGUGGCUAAGUUCUGC. The protein sequence of the target gene is MGGLEKKKYERGSATNYITRNKARKKLQLSLADFRRLCILKGIYPHEPKHKKKVNKGSTAARTFYLIKDIRFLLHEPIVNKFREYKVFVRKLRKAYGKSEWNTVERLKDNKPNYKLDHIIKERYPTFIDALRDLDDALSMCFLFSTFPRTGKCHVQTIQLCRRLTVEFMHYIIAARALRKVFLSIKGIYYQAEVLGQPIVWITPYAFSHDHPTDVDYRVMATFTEFYTTLLGFVNFRLYQLLNLHYPPKLEGQAQAEAKAGEGTYALDSESCMEKLAALSASLARVVVPATEEEAEVDEF.... Result: 0 (no interaction). (6) The miRNA is hsa-miR-197-5p with sequence CGGGUAGAGAGGGCAGUGGGAGG. The protein sequence of the target gene is MSVLTPLLLRGLTGSARRLPVPRAKIHSLPPEGKLGIMELAVGLTSCFVTFLLPAGWILSHLETYRRPE. Result: 0 (no interaction). (7) The miRNA is hsa-miR-376a-3p with sequence AUCAUAGAGGAAAAUCCACGU. The protein sequence of the target gene is MESSAKMESGGAGQQPQPQPQQPFLPPAACFFATAAAAAAAAAAAAAQSAQQQQQQQQQQQQAPQLRPAADGQPSGGGHKSAPKQVKRQRSSSPELMRCKRRLNFSGFGYSLPQQQPAAVARRNERERNRVKLVNLGFATLREHVPNGAANKKMSKVETLRSAVEYIRALQQLLDEHDAVSAAFQAGVLSPTISPNYSNDLNSMAGSPVSSYSSDEGSYDPLSPEEQELLDFTNWF. Result: 0 (no interaction).